Dataset: Peptide-MHC class I binding affinity with 185,985 pairs from IEDB/IMGT. Task: Regression. Given a peptide amino acid sequence and an MHC pseudo amino acid sequence, predict their binding affinity value. This is MHC class I binding data. (1) The MHC is Patr-A0701 with pseudo-sequence Patr-A0701. The binding affinity (normalized) is 0. The peptide sequence is TPPAYRPPNA. (2) The peptide sequence is FAGPVSQHNY. The MHC is HLA-A30:02 with pseudo-sequence HLA-A30:02. The binding affinity (normalized) is 0.773. (3) The peptide sequence is FPYSTFQII. The MHC is HLA-B51:01 with pseudo-sequence HLA-B51:01. The binding affinity (normalized) is 0.829. (4) The peptide sequence is FVDFVIHGL. The MHC is HLA-A02:01 with pseudo-sequence HLA-A02:01. The binding affinity (normalized) is 0.864. (5) The peptide sequence is SASSGKLGL. The MHC is HLA-A11:01 with pseudo-sequence HLA-A11:01. The binding affinity (normalized) is 0.0635. (6) The peptide sequence is YLEPAIAKY. The MHC is HLA-A02:02 with pseudo-sequence HLA-A02:02. The binding affinity (normalized) is 0.